From a dataset of Peptide-MHC class II binding affinity with 134,281 pairs from IEDB. Regression. Given a peptide amino acid sequence and an MHC pseudo amino acid sequence, predict their binding affinity value. This is MHC class II binding data. The peptide sequence is KFIPALEAAVKQAYA. The MHC is DRB3_0202 with pseudo-sequence DRB3_0202. The binding affinity (normalized) is 0.162.